Task: Predict the reactants needed to synthesize the given product.. Dataset: Retrosynthesis with 50K atom-mapped reactions and 10 reaction types from USPTO (1) Given the product CC(C)c1cc(S(N)(=O)=O)c(C(C)C)cc1CO, predict the reactants needed to synthesize it. The reactants are: CC(C)c1cc(S(N)(=O)=O)c(C(C)C)cc1C(=O)O. (2) Given the product CS(=O)(=O)c1ccc(CO)c(O)c1, predict the reactants needed to synthesize it. The reactants are: CS(=O)(=O)c1ccc(C(=O)O)c(O)c1. (3) Given the product Cc1ccc(N2CCC(C)(C)c3ccc(C#Cc4ccc(C(=O)O)c(F)c4)cc32)cc1, predict the reactants needed to synthesize it. The reactants are: CCOC(=O)c1ccc(C#Cc2ccc3c(c2)N(c2ccc(C)cc2)CCC3(C)C)cc1F. (4) The reactants are: CC(=O)NCCC(N)c1ccc(Cl)cc1.CC(C)(C)OC(=O)NC1(C(=O)O)CCN(c2ncnc3[nH]ccc23)CC1. Given the product CC(=O)NCCC(NC(=O)C1(NC(=O)OC(C)(C)C)CCN(c2ncnc3[nH]ccc23)CC1)c1ccc(Cl)cc1, predict the reactants needed to synthesize it. (5) Given the product C[Sn](C)(C)c1ccccn1, predict the reactants needed to synthesize it. The reactants are: Brc1ccccn1.C[Sn](C)(C)Cl. (6) Given the product NC1=N[C@@]2(CO1)c1cc(-c3cccnc3F)ccc1Oc1cnc(N3CCC(F)(F)CC3)cc12, predict the reactants needed to synthesize it. The reactants are: FC1(F)CCNCC1.NC1=N[C@@]2(CO1)c1cc(-c3cccnc3F)ccc1Oc1cnc(Cl)cc12. (7) Given the product O=C1OC(CCc2ccc(OCc3ccccc3)cc2)(C2CCCC2)CC(O)=C1Sc1nc(O)c2cc[nH]c2n1, predict the reactants needed to synthesize it. The reactants are: O=C1OC(CCc2ccc(OCc3ccccc3)cc2)(C2CCCC2)CC(O)=C1Cl.Oc1nc(S)nc2[nH]ccc12. (8) Given the product N#C/C(=C/c1ccc(-c2ncn(-c3ccc(OC(F)(F)F)cc3)n2)cc1)C(=O)O, predict the reactants needed to synthesize it. The reactants are: CCOC(=O)/C(C#N)=C\c1ccc(-c2ncn(-c3ccc(OC(F)(F)F)cc3)n2)cc1.